Dataset: Full USPTO retrosynthesis dataset with 1.9M reactions from patents (1976-2016). Task: Predict the reactants needed to synthesize the given product. (1) The reactants are: Br[C:2]1[CH:7]=[CH:6][C:5]([C:8]([N:10]2[CH2:15][CH2:14][N:13]([C:16]3[CH:21]=[CH:20][C:19]([CH3:22])=[CH:18][C:17]=3[CH3:23])[CH2:12][CH2:11]2)=[O:9])=[C:4]([S:24]([CH3:27])(=[O:26])=[O:25])[CH:3]=1.[CH3:28][CH:29]1[NH:33][C:32](=[O:34])[CH2:31][CH2:30]1. Given the product [CH3:23][C:17]1[CH:18]=[C:19]([CH3:22])[CH:20]=[CH:21][C:16]=1[N:13]1[CH2:14][CH2:15][N:10]([C:8]([C:5]2[CH:6]=[CH:7][C:2]([N:33]3[CH:29]([CH3:28])[CH2:30][CH2:31][C:32]3=[O:34])=[CH:3][C:4]=2[S:24]([CH3:27])(=[O:26])=[O:25])=[O:9])[CH2:11][CH2:12]1, predict the reactants needed to synthesize it. (2) Given the product [Br:13][C:4]1[C:3]2[C:8](=[CH:9][CH:10]=[CH:11][C:2]=2[CH3:1])[C:7](=[O:12])[NH:6][CH:5]=1, predict the reactants needed to synthesize it. The reactants are: [CH3:1][C:2]1[CH:11]=[CH:10][CH:9]=[C:8]2[C:3]=1[CH:4]=[CH:5][NH:6][C:7]2=[O:12].[Br:13]Br.CCOCC. (3) Given the product [NH:38]([C:39]([NH:1][C:2]1[CH:31]=[CH:30][C:5]([CH2:6][C:7]2[N:12]=[C:11]([Cl:13])[C:10]([CH2:14][C:15]([O:17][CH3:18])=[O:16])=[C:9]([N:19]([CH2:21][C:22]([NH:24][CH:25]3[CH2:29][CH2:28][CH2:27][CH2:26]3)=[O:23])[CH3:20])[N:8]=2)=[CH:4][CH:3]=1)=[O:40])[C:32]1[CH:37]=[CH:36][CH:35]=[CH:34][CH:33]=1, predict the reactants needed to synthesize it. The reactants are: [NH2:1][C:2]1[CH:31]=[CH:30][C:5]([CH2:6][C:7]2[N:12]=[C:11]([Cl:13])[C:10]([CH2:14][C:15]([O:17][CH3:18])=[O:16])=[C:9]([N:19]([CH2:21][C:22]([NH:24][CH:25]3[CH2:29][CH2:28][CH2:27][CH2:26]3)=[O:23])[CH3:20])[N:8]=2)=[CH:4][CH:3]=1.[C:32]1([N:38]=[C:39]=[O:40])[CH:37]=[CH:36][CH:35]=[CH:34][CH:33]=1.CCOC(C)=O. (4) Given the product [C:15]([O:19][C:20](=[O:27])[NH:21][C:22]([CH3:26])([CH3:25])[CH2:23][NH:34][C:33]1[CH:35]=[C:29]([F:28])[CH:30]=[CH:31][C:32]=1[CH3:36])([CH3:18])([CH3:17])[CH3:16], predict the reactants needed to synthesize it. The reactants are: C(O[BH-](OC(=O)C)OC(=O)C)(=O)C.[Na+].[C:15]([O:19][C:20](=[O:27])[NH:21][C:22]([CH3:26])([CH3:25])[CH:23]=O)([CH3:18])([CH3:17])[CH3:16].[F:28][C:29]1[CH:30]=[CH:31][C:32]([CH3:36])=[C:33]([CH:35]=1)[NH2:34].C(O)(=O)C.C(=O)(O)[O-].[Na+]. (5) Given the product [CH3:9][C@@H:10]1[CH2:14][CH2:13][CH2:12][N:11]1[CH2:15][C@@H:16]1[CH2:20][CH2:19][CH2:18][N:17]1[C:21]([C:23]1[CH:28]=[CH:27][C:26]([C:2]2[CH:3]=[C:4]([C:7]#[N:8])[S:5][CH:6]=2)=[CH:25][CH:24]=1)=[O:22], predict the reactants needed to synthesize it. The reactants are: Br[C:2]1[CH:3]=[C:4]([C:7]#[N:8])[S:5][CH:6]=1.[CH3:9][C@@H:10]1[CH2:14][CH2:13][CH2:12][N:11]1[CH2:15][C@@H:16]1[CH2:20][CH2:19][CH2:18][N:17]1[C:21]([C:23]1[CH:28]=[CH:27][C:26](B2OC(C)(C)C(C)(C)O2)=[CH:25][CH:24]=1)=[O:22].